Dataset: Forward reaction prediction with 1.9M reactions from USPTO patents (1976-2016). Task: Predict the product of the given reaction. (1) Given the reactants [Br:1][C:2]1[CH:3]=[CH:4][C:5]([O:10][CH2:11][CH:12]2[CH2:17][CH2:16][N:15]([CH2:18][C:19]([F:22])([CH3:21])[CH3:20])[CH2:14][CH2:13]2)=[C:6]([CH:9]=1)[CH:7]=[O:8].[BH4-].[Na+].O, predict the reaction product. The product is: [Br:1][C:2]1[CH:3]=[CH:4][C:5]([O:10][CH2:11][CH:12]2[CH2:13][CH2:14][N:15]([CH2:18][C:19]([F:22])([CH3:20])[CH3:21])[CH2:16][CH2:17]2)=[C:6]([CH2:7][OH:8])[CH:9]=1. (2) Given the reactants [CH3:1][S:2]([C:5]1[CH:6]=[C:7]([CH:11]2[CH2:16][CH2:15][NH:14][CH2:13][CH2:12]2)[CH:8]=[CH:9][CH:10]=1)(=[O:4])=[O:3].[CH2:17](Cl)[CH:18]1[O:22][CH2:21][CH2:20][CH2:19]1, predict the reaction product. The product is: [CH3:1][S:2]([C:5]1[CH:6]=[C:7]([CH:11]2[CH2:16][CH2:15][N:14]([CH2:17][CH:18]3[CH2:19][CH2:20][CH2:21][O:22]3)[CH2:13][CH2:12]2)[CH:8]=[CH:9][CH:10]=1)(=[O:4])=[O:3].